This data is from Reaction yield outcomes from USPTO patents with 853,638 reactions. The task is: Predict the reaction yield, written as a fraction of the theoretical maximum amount of product (1.0 means a 100% yield; for example, 0.34 means a 34% yield). (1) The catalyst is C(Cl)Cl.C(N(CC)CC)C.C1(C)C=CC=CC=1. The reactants are [CH3:1][O:2][C:3]1[CH:4]=[C:5]2[C:10](=[CH:11][C:12]=1[O:13][CH3:14])[N:9]=[CH:8][N:7]=[C:6]2[O:15][C:16]1[CH:22]=[CH:21][C:19]([NH2:20])=[CH:18][CH:17]=1.Cl[C:24](Cl)([O:26]C(=O)OC(Cl)(Cl)Cl)Cl.[CH3:35][CH2:36][CH2:37][CH:38]([OH:42])[CH2:39][CH2:40][CH3:41].C(=O)(O)[O-].[Na+]. The product is [CH3:1][O:2][C:3]1[CH:4]=[C:5]2[C:10](=[CH:11][C:12]=1[O:13][CH3:14])[N:9]=[CH:8][N:7]=[C:6]2[O:15][C:16]1[CH:22]=[CH:21][C:19]([NH:20][C:24](=[O:26])[O:42][CH:38]([CH2:39][CH2:40][CH3:41])[CH2:37][CH2:36][CH3:35])=[CH:18][CH:17]=1. The yield is 0.610. (2) The reactants are [O:1]=[C:2]1[NH:6][C:5](=[O:7])[CH2:4][N:3]1[C@@H:8]([C:16]([CH3:19])([CH3:18])[CH3:17])[C:9]([O:11][C:12]([CH3:15])([CH3:14])[CH3:13])=[O:10].[CH3:20][C:21]1[N:26]=[C:25]([CH2:27]O)[CH:24]=[CH:23][CH:22]=1.C1(P(C2C=CC=CC=2)C2C=CC=CC=2)C=CC=CC=1.N(C(OCC)=O)=NC(OCC)=O. The catalyst is ClCCl.O. The product is [CH3:17][C:16]([CH3:19])([CH3:18])[C@H:8]([N:3]1[CH2:4][C:5](=[O:7])[N:6]([CH2:27][C:25]2[CH:24]=[CH:23][CH:22]=[C:21]([CH3:20])[N:26]=2)[C:2]1=[O:1])[C:9]([O:11][C:12]([CH3:13])([CH3:15])[CH3:14])=[O:10]. The yield is 0.970. (3) The catalyst is O1CCOCC1. The yield is 0.980. The product is [N+:15]([C:4]1[CH:3]=[C:2]([B:18]2[O:22][C:21]([CH3:24])([CH3:23])[C:20]([CH3:26])([CH3:25])[O:19]2)[CH:7]=[C:6]([C:8]2[N:13]=[CH:12][CH:11]=[CH:10][N:9]=2)[C:5]=1[NH2:14])([O-:17])=[O:16]. The reactants are Br[C:2]1[CH:7]=[C:6]([C:8]2[N:13]=[CH:12][CH:11]=[CH:10][N:9]=2)[C:5]([NH2:14])=[C:4]([N+:15]([O-:17])=[O:16])[CH:3]=1.[B:18]1([B:18]2[O:22][C:21]([CH3:24])([CH3:23])[C:20]([CH3:26])([CH3:25])[O:19]2)[O:22][C:21]([CH3:24])([CH3:23])[C:20]([CH3:26])([CH3:25])[O:19]1.CC([O-])=O.[K+]. (4) The reactants are [CH3:1][O:2][C:3](=[O:21])[CH:4]([C:19]#[N:20])[CH:5]([CH3:18])[C:6](=O)[C:7]1[CH:12]=[CH:11][CH:10]=[CH:9][C:8]=1[C:13]([F:16])([F:15])[F:14]. The catalyst is C(O)=O.[Ni].C(Cl)Cl. The product is [CH3:1][O:2][C:3]([CH:4]1[C:5]([CH3:18])=[C:6]([C:7]2[CH:12]=[CH:11][CH:10]=[CH:9][C:8]=2[C:13]([F:16])([F:15])[F:14])[NH:20][CH2:19]1)=[O:21]. The yield is 0.790. (5) The reactants are [NH2:1][C:2]1[CH:9]=[CH:8][C:7]([Cl:10])=[CH:6][C:3]=1[CH:4]=O.[C:11]([CH:16]=P(C1C=CC=CC=1)(C1C=CC=CC=1)C1C=CC=CC=1)([O:13][CH2:14][CH3:15])=[O:12]. The catalyst is C1C=CC=CC=1.CCOCC. The product is [CH2:14]([O:13][C:11](=[O:12])[CH:16]=[CH:4][C:3]1[CH:6]=[C:7]([Cl:10])[CH:8]=[CH:9][C:2]=1[NH2:1])[CH3:15]. The yield is 0.950. (6) The catalyst is CO.O. The product is [CH3:1][O:2][C:3]1[CH:4]=[C:5]([C:13]([OH:15])=[O:14])[C:6](=[CH:11][CH:12]=1)[C:7]([OH:9])=[O:8]. The yield is 0.990. The reactants are [CH3:1][O:2][C:3]1[CH:4]=[C:5]([C:13]([O:15]C)=[O:14])[C:6](=[CH:11][CH:12]=1)[C:7]([O:9]C)=[O:8].[OH-].[K+]. (7) The reactants are [Cl:1][C:2]1[CH:7]=[CH:6][C:5]([F:8])=[CH:4][C:3]=1[C@H:9]1[CH2:13][CH2:12][CH2:11][N:10]1[C:14]1[CH:19]=[CH:18][N:17]2[N:20]=[CH:21][C:22]([NH2:23])=[C:16]2[N:15]=1.[C:24]([O:28][C:29]([N:31]1[CH2:34][CH:33]([C:35](O)=[O:36])[CH2:32]1)=[O:30])([CH3:27])([CH3:26])[CH3:25].CN(C(ON1N=NC2C=CC=NC1=2)=[N+](C)C)C.F[P-](F)(F)(F)(F)F.CCN(C(C)C)C(C)C. The catalyst is C(#N)C. The product is [Cl:1][C:2]1[CH:7]=[CH:6][C:5]([F:8])=[CH:4][C:3]=1[C@H:9]1[CH2:13][CH2:12][CH2:11][N:10]1[C:14]1[CH:19]=[CH:18][N:17]2[N:20]=[CH:21][C:22]([NH:23][C:35]([CH:33]3[CH2:34][N:31]([C:29]([O:28][C:24]([CH3:27])([CH3:26])[CH3:25])=[O:30])[CH2:32]3)=[O:36])=[C:16]2[N:15]=1. The yield is 0.610. (8) The reactants are [NH:1]1[CH2:6][CH2:5][O:4][CH2:3][CH2:2]1.[CH2:7]=O.[NH2:9][C:10]1[C:15]2=[C:16]([C:20]3[CH:25]=[CH:24][C:23]([NH:26][C:27]([NH:29][C:30]4[CH:35]=[C:34]([C:36]([F:39])([F:38])[F:37])[CH:33]=[CH:32][C:31]=4[F:40])=[O:28])=[CH:22][CH:21]=3)[C:17]([CH3:19])=[CH:18][N:14]2[N:13]=[CH:12][N:11]=1. The catalyst is C(O)(=O)C. The product is [NH2:9][C:10]1[C:15]2=[C:16]([C:20]3[CH:21]=[CH:22][C:23]([NH:26][C:27]([NH:29][C:30]4[CH:35]=[C:34]([C:36]([F:37])([F:38])[F:39])[CH:33]=[CH:32][C:31]=4[F:40])=[O:28])=[CH:24][CH:25]=3)[C:17]([CH3:19])=[C:18]([CH2:7][N:1]3[CH2:6][CH2:5][O:4][CH2:3][CH2:2]3)[N:14]2[N:13]=[CH:12][N:11]=1. The yield is 0.171.